This data is from Reaction yield outcomes from USPTO patents with 853,638 reactions. The task is: Predict the reaction yield, written as a fraction of the theoretical maximum amount of product (1.0 means a 100% yield; for example, 0.34 means a 34% yield). (1) The reactants are [Br:1][C:2]1[CH:7]=[CH:6][C:5]([F:8])=[CH:4][N:3]=1.[Li+].CC([N-]C(C)C)C.[CH2:17]([O:19][CH:20]([O:26][CH2:27][CH3:28])[C:21](OCC)=[O:22])[CH3:18].CCOC(C)=O. The catalyst is C1COCC1. The product is [Br:1][C:2]1[CH:7]=[C:6]([C:21](=[O:22])[CH:20]([O:26][CH2:27][CH3:28])[O:19][CH2:17][CH3:18])[C:5]([F:8])=[CH:4][N:3]=1. The yield is 0.920. (2) The reactants are F[C:2]1[CH:9]=[CH:8][C:7]([O:10][CH3:11])=[CH:6][C:3]=1[CH:4]=O.[CH2:12]([O:14][C:15](=[O:18])[CH2:16][SH:17])[CH3:13].C([O-])([O-])=O.[K+].[K+]. The catalyst is CN(C=O)C. The product is [CH2:12]([O:14][C:15]([C:16]1[S:17][C:2]2[CH:9]=[CH:8][C:7]([O:10][CH3:11])=[CH:6][C:3]=2[CH:4]=1)=[O:18])[CH3:13]. The yield is 0.660. (3) The reactants are [CH3:1][N:2]([CH2:4][CH2:5][CH2:6][C:7]1([C:18]2[CH:19]=[CH:20][C:21]([F:24])=[CH:22][CH:23]=2)[O:15][CH2:14][C:13]2[CH:12]=[C:11]([C:16]#[N:17])[CH:10]=[CH:9][C:8]1=2)[CH3:3].C[Si](C)(C)[Br:27]. The catalyst is C(O)(C)C. The product is [CH3:1][N:2]([CH2:4][CH2:5][CH2:6][C:7]1([C:18]2[CH:23]=[CH:22][C:21]([F:24])=[CH:20][CH:19]=2)[O:15][CH2:14][C:13]2[CH:12]=[C:11]([C:16]#[N:17])[CH:10]=[CH:9][C:8]1=2)[CH3:3].[BrH:27]. The yield is 0.741. (4) The reactants are N[C:2]1[CH:3]=[C:4]([NH:14]C(=O)C)[CH:5]=[CH:6][C:7]=1[CH:8]1[CH2:13][CH2:12][CH2:11][CH2:10][CH2:9]1.[OH:18]S(O)(=O)=O.N([O-])=O.[Na+].NC(N)=O. The catalyst is O. The product is [NH2:14][C:4]1[CH:5]=[CH:6][C:7]([CH:8]2[CH2:13][CH2:12][CH2:11][CH2:10][CH2:9]2)=[C:2]([OH:18])[CH:3]=1. The yield is 0.740. (5) The reactants are [C:1]([O:5][C:6]([N:8]1[CH2:13][CH2:12][CH:11]([N:14]([CH:25]2[CH2:30][CH2:29][CH:28]([CH3:31])[CH2:27][CH2:26]2)[C:15]([NH:17][C:18]2[S:19][C:20]([CH:23]=O)=[CH:21][N:22]=2)=[O:16])[CH2:10][CH2:9]1)=[O:7])([CH3:4])([CH3:3])[CH3:2].Cl.[CH3:33][N:34]([CH3:44])[S:35]([N:38]1[CH2:43][CH2:42][NH:41][CH2:40][CH2:39]1)(=[O:37])=[O:36].C(N(CC)CC)C.C(O[BH-](OC(=O)C)OC(=O)C)(=O)C.[Na+]. No catalyst specified. The product is [C:1]([O:5][C:6]([N:8]1[CH2:13][CH2:12][CH:11]([N:14]([CH:25]2[CH2:30][CH2:29][CH:28]([CH3:31])[CH2:27][CH2:26]2)[C:15]([NH:17][C:18]2[S:19][C:20]([CH2:23][N:41]3[CH2:42][CH2:43][N:38]([S:35](=[O:36])(=[O:37])[N:34]([CH3:33])[CH3:44])[CH2:39][CH2:40]3)=[CH:21][N:22]=2)=[O:16])[CH2:10][CH2:9]1)=[O:7])([CH3:2])([CH3:3])[CH3:4]. The yield is 0.390.